This data is from Full USPTO retrosynthesis dataset with 1.9M reactions from patents (1976-2016). The task is: Predict the reactants needed to synthesize the given product. (1) Given the product [Cl:20][C:17]1[S:16][C:15]([S:12]([NH:11][C:9]([NH:8][C:5]2[CH:6]=[CH:7][C:2]([NH:1][CH2:28][C:22]3[CH:27]=[CH:26][CH:25]=[CH:24][CH:23]=3)=[C:3]([CH2:21][CH3:32])[CH:4]=2)=[O:10])(=[O:14])=[O:13])=[CH:19][CH:18]=1, predict the reactants needed to synthesize it. The reactants are: [NH2:1][C:2]1[CH:7]=[CH:6][C:5]([NH:8][C:9]([NH:11][S:12]([C:15]2[S:16][C:17]([Cl:20])=[CH:18][CH:19]=2)(=[O:14])=[O:13])=[O:10])=[CH:4][C:3]=1[CH3:21].[C:22]1([CH2:28]C(O)=O)[CH:27]=[CH:26][CH:25]=[CH:24][CH:23]=1.[CH2:32]1CN([P+](ON2N=NC3C=CC=CC2=3)(N2CCCC2)N2CCCC2)CC1.F[P-](F)(F)(F)(F)F. (2) The reactants are: [Br:1][C:2]1[C:10]2[S:9][N:8]=[N:7][C:6]=2[CH:5]=[C:4](I)[CH:3]=1.[F:12][C:13]1[CH:14]=[C:15](B(O)O)[CH:16]=[CH:17][CH:18]=1.C(=O)([O-])[O-].[K+].[K+].O1CCOCC1. Given the product [Br:1][C:2]1[C:10]2[S:9][N:8]=[N:7][C:6]=2[CH:5]=[C:4]([C:17]2[CH:16]=[CH:15][CH:14]=[C:13]([F:12])[CH:18]=2)[CH:3]=1, predict the reactants needed to synthesize it. (3) Given the product [NH2:1][C:2]1[N:7]=[CH:6][C:5]([N:8]([S:9]([C:12]2[CH:17]=[CH:16][C:15]([C:18]([CH3:21])([CH3:20])[CH3:19])=[CH:14][CH:13]=2)(=[O:11])=[O:10])[CH2:22][C:23]([N:28]([CH2:26][CH3:27])[CH2:29][C:30]2[CH:35]=[CH:34][CH:33]=[CH:32][N:31]=2)=[O:24])=[CH:4][CH:3]=1, predict the reactants needed to synthesize it. The reactants are: [NH2:1][C:2]1[N:7]=[CH:6][C:5]([N:8]([CH2:22][C:23](O)=[O:24])[S:9]([C:12]2[CH:17]=[CH:16][C:15]([C:18]([CH3:21])([CH3:20])[CH3:19])=[CH:14][CH:13]=2)(=[O:11])=[O:10])=[CH:4][CH:3]=1.[CH2:26]([NH:28][CH2:29][C:30]1[CH:35]=[CH:34][CH:33]=[CH:32][N:31]=1)[CH3:27].